This data is from NCI-60 drug combinations with 297,098 pairs across 59 cell lines. The task is: Regression. Given two drug SMILES strings and cell line genomic features, predict the synergy score measuring deviation from expected non-interaction effect. (1) Drug 1: CCCCCOC(=O)NC1=NC(=O)N(C=C1F)C2C(C(C(O2)C)O)O. Drug 2: C1=NC(=NC(=O)N1C2C(C(C(O2)CO)O)O)N. Cell line: COLO 205. Synergy scores: CSS=22.3, Synergy_ZIP=0.990, Synergy_Bliss=0.796, Synergy_Loewe=-32.2, Synergy_HSA=-3.90. (2) Drug 1: CC1=C(C=C(C=C1)NC2=NC=CC(=N2)N(C)C3=CC4=NN(C(=C4C=C3)C)C)S(=O)(=O)N.Cl. Drug 2: CC1CCC2CC(C(=CC=CC=CC(CC(C(=O)C(C(C(=CC(C(=O)CC(OC(=O)C3CCCCN3C(=O)C(=O)C1(O2)O)C(C)CC4CCC(C(C4)OC)O)C)C)O)OC)C)C)C)OC. Cell line: COLO 205. Synergy scores: CSS=16.5, Synergy_ZIP=-1.54, Synergy_Bliss=1.55, Synergy_Loewe=-33.1, Synergy_HSA=-4.99. (3) Drug 1: CC1=C(C=C(C=C1)NC2=NC=CC(=N2)N(C)C3=CC4=NN(C(=C4C=C3)C)C)S(=O)(=O)N.Cl. Drug 2: C(CC(=O)O)C(=O)CN.Cl. Cell line: K-562. Synergy scores: CSS=12.5, Synergy_ZIP=-4.41, Synergy_Bliss=-5.67, Synergy_Loewe=-11.0, Synergy_HSA=-3.93. (4) Drug 1: C1CN(P(=O)(OC1)NCCCl)CCCl. Drug 2: CC1CCCC2(C(O2)CC(NC(=O)CC(C(C(=O)C(C1O)C)(C)C)O)C(=CC3=CSC(=N3)C)C)C. Cell line: NCI-H522. Synergy scores: CSS=50.0, Synergy_ZIP=3.38, Synergy_Bliss=2.55, Synergy_Loewe=-26.1, Synergy_HSA=0.834. (5) Synergy scores: CSS=20.3, Synergy_ZIP=7.35, Synergy_Bliss=6.09, Synergy_Loewe=-24.0, Synergy_HSA=-1.50. Drug 1: CCCCCOC(=O)NC1=NC(=O)N(C=C1F)C2C(C(C(O2)C)O)O. Cell line: NCI-H522. Drug 2: CCC1=C2CN3C(=CC4=C(C3=O)COC(=O)C4(CC)O)C2=NC5=C1C=C(C=C5)O. (6) Drug 1: COC1=NC(=NC2=C1N=CN2C3C(C(C(O3)CO)O)O)N. Drug 2: CC(C)NC(=O)C1=CC=C(C=C1)CNNC.Cl. Cell line: TK-10. Synergy scores: CSS=5.15, Synergy_ZIP=-1.64, Synergy_Bliss=-0.00382, Synergy_Loewe=2.06, Synergy_HSA=-0.530.